This data is from Full USPTO retrosynthesis dataset with 1.9M reactions from patents (1976-2016). The task is: Predict the reactants needed to synthesize the given product. Given the product [F:41][C:18]1[C:19]([S:21]([NH:24][C:25]2[S:29][N:28]=[CH:27][N:26]=2)(=[O:22])=[O:23])=[CH:20][C:15]2[O:14][C:13](=[O:42])[N:12]([CH2:11][C:9]3[C:10]4[CH2:1][C:2](=[O:43])[CH2:3][CH2:4][C:5]=4[CH:6]=[CH:7][CH:8]=3)[C:16]=2[CH:17]=1, predict the reactants needed to synthesize it. The reactants are: [CH2:1]1[C:10]2[C:5](=[CH:6][CH:7]=[CH:8][C:9]=2[CH2:11][N:12]2[C:16]3[CH:17]=[C:18]([F:41])[C:19]([S:21]([N:24](CC4C=CC(OC)=CC=4OC)[C:25]4[S:29][N:28]=[CH:27][N:26]=4)(=[O:23])=[O:22])=[CH:20][C:15]=3[O:14][C:13]2=[O:42])[CH2:4][CH2:3][C:2]21OCC[O:43]2.C(O)(C(F)(F)F)=O.